From a dataset of Human liver microsome stability data. Regression/Classification. Given a drug SMILES string, predict its absorption, distribution, metabolism, or excretion properties. Task type varies by dataset: regression for continuous measurements (e.g., permeability, clearance, half-life) or binary classification for categorical outcomes (e.g., BBB penetration, CYP inhibition). Dataset: hlm. (1) The drug is C[C@H](O)[C@@H](CCc1cccc(C(F)(F)F)c1)n1cnc2c(N)ncnc21. The result is 0 (unstable in human liver microsomes). (2) The molecule is CS(=O)(=O)Nc1ccc2c(c1)S(=O)(=O)NC(C1=C(O)C3CCCC3N(CCc3ccccc3)C1=O)=N2. The result is 1 (stable in human liver microsomes). (3) The compound is O=C(N[C@@H]1CC[C@@]2(O)[C@H]3Cc4ccc(O)c5c4[C@@]2(CCN3CC2CC2)[C@H]1O5)c1ccc(Cl)c(Cl)c1.O=C(O)C(=O)O. The result is 0 (unstable in human liver microsomes). (4) The compound is c1ccc(Cn2nnnc2C(c2ccc(CN3CCOCC3)cc2)N2CCCN(C3CCC3)CC2)cc1. The result is 1 (stable in human liver microsomes). (5) The molecule is Nc1ncnc2c1c(Oc1cc(O)ccn1)nn2C1CCC(F)(F)CC1. The result is 0 (unstable in human liver microsomes). (6) The drug is COc1ccc(-c2cnc(N)c(-c3ccc(OC)nc3)c2)cn1. The result is 0 (unstable in human liver microsomes). (7) The drug is CC(C)(C)CCN1C(=O)C(=C2NS(=O)(=O)c3c(OCC(N)=O)cccc32)C(=O)[C@@H]1C(C)(C)C. The result is 0 (unstable in human liver microsomes). (8) The compound is c1ccc2c(c1)CC(CN1CCC3(CCc4ccccc43)CC1)CO2. The result is 1 (stable in human liver microsomes). (9) The compound is Cc1ccc2c(C(c3cccs3)C(C#N)C#N)c(-c3ccccc3)[nH]c2c1. The result is 0 (unstable in human liver microsomes). (10) The molecule is O=P1(c2ccc(C(F)(F)F)cc2)CCCCC1. The result is 0 (unstable in human liver microsomes).